From a dataset of Forward reaction prediction with 1.9M reactions from USPTO patents (1976-2016). Predict the product of the given reaction. (1) The product is: [CH3:1][N:2]1[CH:6]=[CH:5][N:4]=[C:3]1[CH:7]1[C:16]2=[N:34][NH:35][C:18](=[O:20])[C:14]3[CH:13]=[CH:12][CH:11]=[C:10]([C:15]=32)[NH:9][CH:8]1[C:23]1[CH:28]=[CH:27][C:26]([C:29]([F:32])([F:31])[F:30])=[CH:25][CH:24]=1. Given the reactants [CH3:1][N:2]1[CH:6]=[CH:5][N:4]=[C:3]1[CH:7]1[C:16](=O)[C:15]2[C:14]([C:18]([O:20]CC)=O)=[CH:13][CH:12]=[CH:11][C:10]=2[NH:9][CH:8]1[C:23]1[CH:28]=[CH:27][C:26]([C:29]([F:32])([F:31])[F:30])=[CH:25][CH:24]=1.O.[NH2:34][NH2:35], predict the reaction product. (2) Given the reactants [N:1]1[C:10]2[C:5](=[CH:6][CH:7]=[CH:8][CH:9]=2)[CH:4]=[CH:3][C:2]=1[NH:11][CH2:12][CH2:13][CH2:14][NH2:15].[Cl:16][C:17]1[S:18][C:19]([Cl:25])=[CH:20][C:21]=1[C:22](=O)[CH3:23], predict the reaction product. The product is: [Cl:16][C:17]1[S:18][C:19]([Cl:25])=[CH:20][C:21]=1[CH:22]([NH:15][CH2:14][CH2:13][CH2:12][NH:11][C:2]1[CH:3]=[CH:4][C:5]2[C:10](=[CH:9][CH:8]=[CH:7][CH:6]=2)[N:1]=1)[CH3:23]. (3) Given the reactants [CH2:1]([N:8]([CH2:38]C1C=CC=CC=1)[C@@H:9]1[CH2:13][C@H:12]([C:14](=O)[CH2:15][NH:16][C:17]2[N:18]=[C:19]3[CH:25]=[CH:24][N:23](S(C4C=CC(C)=CC=4)(=O)=O)[C:20]3=[N:21][CH:22]=2)[C@H:11]([CH3:37])[CH2:10]1)[C:2]1[CH:7]=[CH:6][CH:5]=[CH:4][CH:3]=1.[C:45](O)([C:47](F)(F)F)=O.C(O[C:59]([C:61](F)(F)F)=O)(C(F)(F)F)=O.[C:65](#N)[CH3:66], predict the reaction product. The product is: [CH2:1]([N:8]([C@H:9]1[CH2:10][C@@H:11]([CH3:37])[C@@H:12]([C:14]2[N:18]3[C:19]4[CH:25]=[CH:24][NH:23][C:20]=4[N:21]=[CH:22][C:17]3=[N:16][CH:15]=2)[CH2:13]1)[CH2:38][C:47]1[CH:45]=[CH:61][CH:59]=[CH:66][CH:65]=1)[C:2]1[CH:7]=[CH:6][CH:5]=[CH:4][CH:3]=1. (4) Given the reactants [NH2:1][C:2]1[CH:7]=[CH:6][C:5]([N:8]2[CH:13]=[CH:12][CH:11]=[CH:10][C:9]2=[O:14])=[CH:4][C:3]=1[F:15].C[Si]([N-][Si](C)(C)C)(C)C.[Li+].[CH3:26][O:27][C:28]1[CH:43]=[CH:42][C:31]([CH2:32][O:33][CH2:34][C@@H:35]2[C@@H:40]3[C@H:36]2[CH2:37][O:38][C:39]3=[O:41])=[CH:30][CH:29]=1.Cl, predict the reaction product. The product is: [F:15][C:3]1[CH:4]=[C:5]([N:8]2[CH:13]=[CH:12][CH:11]=[CH:10][C:9]2=[O:14])[CH:6]=[CH:7][C:2]=1[NH:1][C:37]([C@@H:36]1[C@@H:35]([CH2:34][O:33][CH2:32][C:31]2[CH:42]=[CH:43][C:28]([O:27][CH3:26])=[CH:29][CH:30]=2)[C@@H:40]1[CH2:39][OH:41])=[O:38]. (5) Given the reactants [N+:1]([C:4]1[CH:13]=[C:12]([N+:14]([O-:16])=[O:15])[C:11]2[C:6](=[CH:7][CH:8]=[CH:9][CH:10]=2)[C:5]=1[OH:17])([O-:3])=[O:2].CCN(CC)CC.[F:25][C:26]([F:39])([F:38])[S:27](O[S:27]([C:26]([F:39])([F:38])[F:25])(=[O:29])=[O:28])(=[O:29])=[O:28].Cl, predict the reaction product. The product is: [F:25][C:26]([F:39])([F:38])[S:27]([O:17][C:5]1[C:6]2[C:11](=[CH:10][CH:9]=[CH:8][CH:7]=2)[C:12]([N+:14]([O-:16])=[O:15])=[CH:13][C:4]=1[N+:1]([O-:3])=[O:2])(=[O:29])=[O:28]. (6) Given the reactants Cl.[NH:2]1[CH2:7][CH2:6][C:5](=[O:8])[CH2:4][CH2:3]1.C(N(CC)CC)C.[C:16]([O:20][C:21](O[C:21]([O:20][C:16]([CH3:19])([CH3:18])[CH3:17])=[O:22])=[O:22])([CH3:19])([CH3:18])[CH3:17], predict the reaction product. The product is: [O:8]=[C:5]1[CH2:6][CH2:7][N:2]([C:21]([O:20][C:16]([CH3:19])([CH3:18])[CH3:17])=[O:22])[CH2:3][CH2:4]1. (7) Given the reactants [F:1][CH:2]([F:20])[O:3][C:4]1[CH:5]=[CH:6][CH:7]=[C:8]2[C:12]=1[N:11]([CH2:13][CH2:14][O:15][CH3:16])[CH:10]=[C:9]2[C:17]([OH:19])=O.Cl.[F:22][C:23]([F:42])([F:41])[C:24]([NH:26][CH2:27][C:28]1[CH:33]=[CH:32][C:31]([F:34])=[C:30]([CH:35]2[CH2:40][CH2:39][NH:38][CH2:37][CH2:36]2)[CH:29]=1)=[O:25], predict the reaction product. The product is: [F:20][CH:2]([F:1])[O:3][C:4]1[CH:5]=[CH:6][CH:7]=[C:8]2[C:12]=1[N:11]([CH2:13][CH2:14][O:15][CH3:16])[CH:10]=[C:9]2[C:17]([N:38]1[CH2:39][CH2:40][CH:35]([C:30]2[CH:29]=[C:28]([CH:33]=[CH:32][C:31]=2[F:34])[CH2:27][NH:26][C:24](=[O:25])[C:23]([F:42])([F:41])[F:22])[CH2:36][CH2:37]1)=[O:19].